Dataset: Reaction yield outcomes from USPTO patents with 853,638 reactions. Task: Predict the reaction yield, written as a fraction of the theoretical maximum amount of product (1.0 means a 100% yield; for example, 0.34 means a 34% yield). (1) The reactants are [CH2:1]([O:8][C:9]1[CH:14]=[CH:13][C:12]([CH:15]([OH:29])[CH2:16][NH:17][C:18]([CH3:28])([CH3:27])[CH2:19][CH2:20][N:21]2[CH:25]=[C:24](I)[N:23]=[CH:22]2)=[CH:11][C:10]=1[NH:30][S:31]([C:34]1[CH:39]=[CH:38][CH:37]=[CH:36][CH:35]=1)(=[O:33])=[O:32])[C:2]1[CH:7]=[CH:6][CH:5]=[CH:4][CH:3]=1.F[C:41]1[CH:46]=[CH:45][C:44](OB(O)O)=[CH:43][CH:42]=1.C(=O)([O-])O.[Na+].C1(C)C=CC=CC=1. The catalyst is [Br-].C([N+](CCCC)(CCCC)CCCC)CCC.C1(P([Pd](P(C2C=CC=CC=2)(C2C=CC=CC=2)C2C=CC=CC=2)(P(C2C=CC=CC=2)(C2C=CC=CC=2)C2C=CC=CC=2)P(C2C=CC=CC=2)(C2C=CC=CC=2)C2C=CC=CC=2)(C2C=CC=CC=2)C2C=CC=CC=2)C=CC=CC=1.O.C1(C)C=CC=CC=1. The product is [CH2:1]([O:8][C:9]1[CH:14]=[CH:13][C:12]([CH:15]([OH:29])[CH2:16][NH:17][C:18]([CH3:28])([CH3:27])[CH2:19][CH2:20][N:21]2[CH:25]=[C:24]([C:41]3[CH:46]=[CH:45][CH:44]=[CH:43][CH:42]=3)[N:23]=[CH:22]2)=[CH:11][C:10]=1[NH:30][S:31]([C:34]1[CH:39]=[CH:38][CH:37]=[CH:36][CH:35]=1)(=[O:33])=[O:32])[C:2]1[CH:7]=[CH:6][CH:5]=[CH:4][CH:3]=1. The yield is 0.880. (2) The reactants are C[O:2][C:3](=[O:52])[C:4]1[CH:9]=[CH:8][C:7]([C:10]([N:12]2[CH2:18][C@H:17]([NH:19][C:20](=[O:32])[C@@H:21]([N:23]([C:25]([O:27][C:28]([CH3:31])([CH3:30])[CH3:29])=[O:26])[CH3:24])[CH3:22])[C:16](=[O:33])[N:15]([CH2:34][C:35]3[C:44]4[C:39](=[CH:40][C:41]([Br:45])=[CH:42][CH:43]=4)[CH:38]=[CH:37][C:36]=3[O:46][CH3:47])[C:14]3[CH:48]=[CH:49][CH:50]=[CH:51][C:13]2=3)=[O:11])=[CH:6][CH:5]=1.O[Li].O. The catalyst is C1COCC1.CO.O.O. The product is [Br:45][C:41]1[CH:40]=[C:39]2[C:44](=[CH:43][CH:42]=1)[C:35]([CH2:34][N:15]1[C:16](=[O:33])[C@@H:17]([NH:19][C:20](=[O:32])[C@@H:21]([N:23]([C:25]([O:27][C:28]([CH3:30])([CH3:31])[CH3:29])=[O:26])[CH3:24])[CH3:22])[CH2:18][N:12]([C:10]([C:7]3[CH:8]=[CH:9][C:4]([C:3]([OH:52])=[O:2])=[CH:5][CH:6]=3)=[O:11])[C:13]3[CH:51]=[CH:50][CH:49]=[CH:48][C:14]1=3)=[C:36]([O:46][CH3:47])[CH:37]=[CH:38]2. The yield is 0.916. (3) The reactants are [C:1]([O:5][C:6]([NH:8][C@H:9]([CH2:30][O:31][C:32]1[CH:37]=[CH:36][C:35]([C:38]#[N:39])=[CH:34][CH:33]=1)[CH2:10][N:11]1[CH2:18][CH:17]2[O:19][CH:13]([CH2:14][N:15](C(OCC3C=CC=CC=3)=O)[CH2:16]2)[CH2:12]1)=[O:7])([CH3:4])([CH3:3])[CH3:2].[H][H]. The catalyst is C(O)C.[Pd]. The product is [C:38]([C:35]1[CH:34]=[CH:33][C:32]([O:31][CH2:30][C@@H:9]([NH:8][C:6](=[O:7])[O:5][C:1]([CH3:3])([CH3:4])[CH3:2])[CH2:10][N:11]2[CH2:18][CH:17]3[O:19][CH:13]([CH2:14][NH:15][CH2:16]3)[CH2:12]2)=[CH:37][CH:36]=1)#[N:39]. The yield is 0.750. (4) The reactants are [Cl:1][C:2]1[CH:10]=[CH:9][CH:8]=[C:7]([N+:11]([O-:13])=[O:12])[C:3]=1[C:4]([OH:6])=O.O=S(Cl)Cl.[F:18][C:19]1[CH:25]=[CH:24][CH:23]=[CH:22][C:20]=1[NH2:21].C([O-])(O)=O.[Na+]. The catalyst is C1(C)C=CC=CC=1.O1CCOCC1.CCOC(C)=O.O. The product is [Cl:1][C:2]1[CH:10]=[CH:9][CH:8]=[C:7]([N+:11]([O-:13])=[O:12])[C:3]=1[C:4]([NH:21][C:20]1[CH:22]=[CH:23][CH:24]=[CH:25][C:19]=1[F:18])=[O:6]. The yield is 1.00. (5) The reactants are [Br:1][C:2]1[C:3]([N:10]2[N:14]=[CH:13][CH:12]=[N:11]2)=[C:4]([N+:7]([O-])=O)[S:5][CH:6]=1.C(O)(=O)C. The catalyst is [Fe].O. The product is [Br:1][C:2]1[C:3]([N:10]2[N:14]=[CH:13][CH:12]=[N:11]2)=[C:4]([NH2:7])[S:5][CH:6]=1. The yield is 0.660. (6) The reactants are [N:1]1[CH:6]=[CH:5][C:4](B(O)O)=[CH:3][CH:2]=1.FC(F)(F)S(O[C:16]1[C@@:20]2([CH3:38])[CH2:21][CH2:22][C@H:23]3[C@H:32]([C@@H:19]2[CH2:18][CH:17]=1)[CH2:31][CH:30]=[C:29]1[C@:24]3([CH3:37])[CH2:25][CH2:26][C:27](=[O:36])[N:28]1[CH:33]1[CH2:35][CH2:34]1)(=O)=O. The catalyst is O1CCOCC1.Cl[Pd](Cl)([P](C1C=CC=CC=1)(C1C=CC=CC=1)C1C=CC=CC=1)[P](C1C=CC=CC=1)(C1C=CC=CC=1)C1C=CC=CC=1. The product is [CH:33]1([N:28]2[C:29]3[C@@:24]([CH3:37])([C@H:23]4[CH2:22][CH2:21][C@@:20]5([CH3:38])[C@@H:19]([CH2:18][CH:17]=[C:16]5[C:4]5[CH:5]=[CH:6][N:1]=[CH:2][CH:3]=5)[C@@H:32]4[CH2:31][CH:30]=3)[CH2:25][CH2:26][C:27]2=[O:36])[CH2:35][CH2:34]1. The yield is 0.290. (7) The reactants are [O:1]1[CH:5]=[CH:4][CH:3]=[C:2]1[CH2:6][NH:7][C@:8]12[CH2:43][CH2:42][C@@H:41]([C:44]([CH3:46])=[CH2:45])[C@@H:9]1[C@@H:10]1[C@@:23]([CH3:26])([CH2:24][CH2:25]2)[C@@:22]2([CH3:27])[C@@H:13]([C@:14]3([CH3:40])[C@@H:19]([CH2:20][CH2:21]2)[C:18]([CH3:29])([CH3:28])[C:17]([C:30]2[CH:39]=[CH:38][C:33]([C:34]([O:36]C)=[O:35])=[CH:32][CH:31]=2)=[CH:16][CH2:15]3)[CH2:12][CH2:11]1.[OH-].[Na+]. The yield is 0.605. The catalyst is O1CCOCC1. The product is [O:1]1[CH:5]=[CH:4][CH:3]=[C:2]1[CH2:6][NH:7][C@:8]12[CH2:43][CH2:42][C@@H:41]([C:44]([CH3:46])=[CH2:45])[C@@H:9]1[C@@H:10]1[C@@:23]([CH3:26])([CH2:24][CH2:25]2)[C@@:22]2([CH3:27])[C@@H:13]([C@:14]3([CH3:40])[C@@H:19]([CH2:20][CH2:21]2)[C:18]([CH3:29])([CH3:28])[C:17]([C:30]2[CH:39]=[CH:38][C:33]([C:34]([OH:36])=[O:35])=[CH:32][CH:31]=2)=[CH:16][CH2:15]3)[CH2:12][CH2:11]1. (8) The reactants are [CH3:1][S:2]([O:5][C:6]1[CH:11]=[C:10]([CH:12]=[O:13])[CH:9]=[CH:8][C:7]=1[O:14][CH3:15])(=[O:4])=[O:3].S(=O)(=O)([OH:18])N.Cl([O-])=O.[Na+]. The catalyst is C(O)(=O)C.O. The product is [CH3:15][O:14][C:7]1[CH:8]=[CH:9][C:10]([C:12]([OH:18])=[O:13])=[CH:11][C:6]=1[O:5][S:2]([CH3:1])(=[O:4])=[O:3]. The yield is 0.990. (9) The reactants are [NH2:1][CH2:2][CH2:3][C:4]1[C:12]2[C:7](=[CH:8][CH:9]=[CH:10][CH:11]=2)[NH:6][CH:5]=1.I[C:14]1[CH:19]=[CH:18][CH:17]=[CH:16][CH:15]=1.[O-]P([O-])([O-])=O.[K+].[K+].[K+].CN[C@@H]1CCCC[C@H]1NC. The catalyst is [Cu]I.CO.C(Cl)Cl.C1(C)C=CC=CC=1. The product is [C:14]1([N:6]2[C:7]3[C:12](=[CH:11][CH:10]=[CH:9][CH:8]=3)[C:4]([CH2:3][CH2:2][NH2:1])=[CH:5]2)[CH:19]=[CH:18][CH:17]=[CH:16][CH:15]=1. The yield is 0.870.